Predict the product of the given reaction. From a dataset of Forward reaction prediction with 1.9M reactions from USPTO patents (1976-2016). (1) Given the reactants [CH3:1][N:2]1[CH:6]=[CH:5][C:4]([NH:7][C:8]([C:10]2[C:15]([NH:16][C:17]3[CH:18]=[N:19][CH:20]=[CH:21][CH:22]=3)=[CH:14][CH:13]=[C:12]([CH3:23])[N:11]=2)=[O:9])=[N:3]1.BrC1C=NC=C([F:31])C=1, predict the reaction product. The product is: [CH3:1][N:2]1[CH:6]=[CH:5][C:4]([NH:7][C:8]([C:10]2[C:15]([NH:16][C:17]3[CH:18]=[N:19][CH:20]=[C:21]([F:31])[CH:22]=3)=[CH:14][CH:13]=[C:12]([CH3:23])[N:11]=2)=[O:9])=[N:3]1. (2) Given the reactants Br[C:2]1[CH:3]=[C:4]2[C:9](=[CH:10][CH:11]=1)[N:8]=[C:7]([O:12][CH3:13])[C:6]([CH2:14][CH:15]1[CH2:20][CH2:19][C:18]([F:22])([F:21])[CH2:17][CH2:16]1)=[C:5]2[Cl:23].N#N.[Li]CCCC.[CH3:31][C:32]1[C:37]([C:38]([C:40]2[N:44]([CH3:45])[N:43]=[N:42][CH:41]=2)=[O:39])=[CH:36][CH:35]=[C:34]([CH3:46])[N:33]=1, predict the reaction product. The product is: [Cl:23][C:5]1[C:4]2[C:9](=[CH:10][CH:11]=[C:2]([C:38]([C:37]3[C:32]([CH3:31])=[N:33][C:34]([CH3:46])=[CH:35][CH:36]=3)([C:40]3[N:44]([CH3:45])[N:43]=[N:42][CH:41]=3)[OH:39])[CH:3]=2)[N:8]=[C:7]([O:12][CH3:13])[C:6]=1[CH2:14][CH:15]1[CH2:20][CH2:19][C:18]([F:22])([F:21])[CH2:17][CH2:16]1. (3) Given the reactants [Br:1][C:2]1[CH:3]=[C:4]([CH:8]=[CH:9][C:10]=1[C:11]#[N:12])[C:5]([OH:7])=[O:6].C(=O)([O-])[O-].[Cs+].[Cs+].[CH2:19](Br)[C:20]1[CH:25]=[CH:24][CH:23]=[CH:22][CH:21]=1.O, predict the reaction product. The product is: [Br:1][C:2]1[CH:3]=[C:4]([CH:8]=[CH:9][C:10]=1[C:11]#[N:12])[C:5]([O:7][CH2:19][C:20]1[CH:25]=[CH:24][CH:23]=[CH:22][CH:21]=1)=[O:6]. (4) Given the reactants [F:1][C:2]1[CH:7]=[CH:6][C:5]([F:8])=[CH:4][C:3]=1[CH:9]([S:20]([C:23]1[CH:28]=[CH:27][C:26]([F:29])=[CH:25][CH:24]=1)(=[O:22])=[O:21])[C:10]1[C:11]([CH3:19])=[CH:12][C:13]([C:16](O)=[O:17])=[N:14][CH:15]=1.[NH2:30][CH2:31][CH2:32][NH:33][C:34](=[O:40])[O:35][C:36]([CH3:39])([CH3:38])[CH3:37].ON1C2C=CC=CC=2N=N1.Cl.C(N=C=NCCCN(C)C)C.CN1CCOCC1, predict the reaction product. The product is: [F:1][C:2]1[CH:7]=[CH:6][C:5]([F:8])=[CH:4][C:3]=1[CH:9]([S:20]([C:23]1[CH:24]=[CH:25][C:26]([F:29])=[CH:27][CH:28]=1)(=[O:21])=[O:22])[C:10]1[C:11]([CH3:19])=[CH:12][C:13]([C:16]([NH:30][CH2:31][CH2:32][NH:33][C:34](=[O:40])[O:35][C:36]([CH3:38])([CH3:37])[CH3:39])=[O:17])=[N:14][CH:15]=1.